From a dataset of Reaction yield outcomes from USPTO patents with 853,638 reactions. Predict the reaction yield, written as a fraction of the theoretical maximum amount of product (1.0 means a 100% yield; for example, 0.34 means a 34% yield). (1) The reactants are [NH4+:1].C([O-])(=O)C.[Cl:6][C:7]1[CH:12]=[C:11]([N:13]2[C:18](=[O:19])[NH:17][C:16](=[O:20])[CH:15]=[N:14]2)[CH:10]=[CH:9][C:8]=1[C:21]([C:26]1[CH:31]=[CH:30][C:29]([Cl:32])=[CH:28][CH:27]=1)([CH3:25])[C:22](Cl)=[O:23]. The catalyst is CC(=O)C. The product is [Cl:6][C:7]1[CH:12]=[C:11]([N:13]2[C:18](=[O:19])[NH:17][C:16](=[O:20])[CH:15]=[N:14]2)[CH:10]=[CH:9][C:8]=1[C:21]([C:26]1[CH:31]=[CH:30][C:29]([Cl:32])=[CH:28][CH:27]=1)([CH3:25])[C:22]([NH2:1])=[O:23]. The yield is 0.570. (2) The catalyst is ClC1C=CC=CC=1. The yield is 0.690. The reactants are C(=O)([O-])[O-].[K+].[K+].[C:15](O[C:15]([O:17][C:18]([CH3:21])([CH3:20])[CH3:19])=[O:16])([O:17][C:18]([CH3:21])([CH3:20])[CH3:19])=[O:16].[CH3:22][C:23]1[CH:37]=[CH:36][C:26]([C:27]([N:29]2[CH2:34][CH2:33][CH2:32][C@@H:31]([NH2:35])[CH2:30]2)=[O:28])=[CH:25][CH:24]=1.[Cl-].[Na+]. The product is [CH3:22][C:23]1[CH:24]=[CH:25][C:26]([C:27]([N:29]2[CH2:34][CH2:33][CH2:32][C@@H:31]([NH:35][C:15]([O:17][C:18]([CH3:19])([CH3:20])[CH3:21])=[O:16])[CH2:30]2)=[O:28])=[CH:36][CH:37]=1.